Task: Predict which catalyst facilitates the given reaction.. Dataset: Catalyst prediction with 721,799 reactions and 888 catalyst types from USPTO (1) Reactant: [F:1][C:2]([F:16])([F:15])[C:3]1[CH:4]=[C:5]([NH2:14])[C:6]([NH2:13])=[CH:7][C:8]=1[C:9]([F:12])([F:11])[F:10].C([O:21][C:22](=O)[CH2:23][C:24]([C:26]1[CH:31]=[CH:30][CH:29]=[C:28]([C:32]2[CH:37]=[CH:36][N:35]=[C:34]([CH3:38])[CH:33]=2)[CH:27]=1)=O)(C)(C)C.C(O)(C(F)(F)F)=O. Product: [CH3:38][C:34]1[CH:33]=[C:32]([C:28]2[CH:27]=[C:26]([C:24]3[CH2:23][C:22](=[O:21])[NH:13][C:6]4[CH:7]=[C:8]([C:9]([F:12])([F:11])[F:10])[C:3]([C:2]([F:15])([F:16])[F:1])=[CH:4][C:5]=4[N:14]=3)[CH:31]=[CH:30][CH:29]=2)[CH:37]=[CH:36][N:35]=1. The catalyst class is: 308. (2) Reactant: [CH3:1][O:2][C:3]1[CH:4]=[C:5]([CH:36]=[CH:37][C:38]=1[O:39][CH3:40])[CH2:6][O:7][C:8]1[CH:34]=[CH:33][C:11]([C:12]([NH:14][C:15]2[CH:25]=[CH:24][C:23]([O:26][C:27]3[CH:32]=[CH:31][CH:30]=[CH:29][CH:28]=3)=[CH:22][C:16]=2[C:17]([O:19]CC)=[O:18])=[O:13])=[CH:10][C:9]=1[Cl:35]. Product: [CH3:1][O:2][C:3]1[CH:4]=[C:5]([CH:36]=[CH:37][C:38]=1[O:39][CH3:40])[CH2:6][O:7][C:8]1[CH:34]=[CH:33][C:11]([C:12]([NH:14][C:15]2[CH:25]=[CH:24][C:23]([O:26][C:27]3[CH:32]=[CH:31][CH:30]=[CH:29][CH:28]=3)=[CH:22][C:16]=2[C:17]([OH:19])=[O:18])=[O:13])=[CH:10][C:9]=1[Cl:35]. The catalyst class is: 87. (3) Reactant: [Cl:1][C:2]1[CH:7]=[C:6]2[NH:8][C:9](=[O:40])[C:10]3([CH:15]([C:16]4[CH:21]=[C:20]([Cl:22])[CH:19]=[CH:18][C:17]=4[O:23][C:24]([C:27](O)=[O:28])([CH3:26])[CH3:25])[CH2:14][C:13](=[O:30])[NH:12][CH:11]3[C:31]3[CH:36]=[C:35]([Cl:37])[CH:34]=[CH:33][C:32]=3[O:38][CH3:39])[C:5]2=[CH:4][CH:3]=1.C1N=CN(C(N2C=NC=C2)=O)C=1.[CH3:53][S:54]([NH2:57])(=[O:56])=[O:55].[H-].[Na+].Cl. Product: [Cl:22][C:20]1[CH:19]=[CH:18][C:17]([O:23][C:24]([CH3:26])([CH3:25])[C:27]([NH:57][S:54]([CH3:53])(=[O:56])=[O:55])=[O:28])=[C:16]([CH:15]2[CH2:14][C:13](=[O:30])[NH:12][CH:11]([C:31]3[CH:36]=[C:35]([Cl:37])[CH:34]=[CH:33][C:32]=3[O:38][CH3:39])[C:10]32[C:5]2[C:6](=[CH:7][C:2]([Cl:1])=[CH:3][CH:4]=2)[NH:8][C:9]3=[O:40])[CH:21]=1. The catalyst class is: 18. (4) Reactant: [N:1]1([CH2:8][CH2:9][O:10][C:11]2[CH:16]=[CH:15][C:14]([C:17]([C:19]3[C:28]4[C:23](=[CH:24][C:25]([O:29]C)=[CH:26][CH:27]=4)[CH:22]=[CH:21][C:20]=3[C:31]3[CH:36]=[C:35]([F:37])[CH:34]=[CH:33][C:32]=3[F:38])=[O:18])=[CH:13][CH:12]=2)[CH2:7][CH2:6][CH2:5][CH2:4][CH2:3][CH2:2]1.B(Br)(Br)Br.C(=O)(O)[O-].[Na+].C(Cl)(Cl)Cl.C(O)(C)C. Product: [N:1]1([CH2:8][CH2:9][O:10][C:11]2[CH:16]=[CH:15][C:14]([C:17]([C:19]3[C:28]4[C:23](=[CH:24][C:25]([OH:29])=[CH:26][CH:27]=4)[CH:22]=[CH:21][C:20]=3[C:31]3[CH:36]=[C:35]([F:37])[CH:34]=[CH:33][C:32]=3[F:38])=[O:18])=[CH:13][CH:12]=2)[CH2:7][CH2:6][CH2:5][CH2:4][CH2:3][CH2:2]1. The catalyst class is: 2. (5) Reactant: C(OC([N:8]1[CH2:17][CH2:16][C:15]2[C:10](=[C:11]([O:18][CH2:19][C:20](=[O:34])[N:21]([CH2:27][C:28]3[CH:33]=[CH:32][CH:31]=[CH:30][CH:29]=3)[CH2:22][CH2:23][N:24]([CH3:26])[CH3:25])[CH:12]=[CH:13][CH:14]=2)[CH2:9]1)=O)(C)(C)C.[ClH:35]. Product: [ClH:35].[ClH:35].[CH2:27]([N:21]([CH2:22][CH2:23][N:24]([CH3:26])[CH3:25])[C:20](=[O:34])[CH2:19][O:18][C:11]1[CH:12]=[CH:13][CH:14]=[C:15]2[C:10]=1[CH2:9][NH:8][CH2:17][CH2:16]2)[C:28]1[CH:29]=[CH:30][CH:31]=[CH:32][CH:33]=1. The catalyst class is: 12. (6) Reactant: Br[C:2]1[N:7]=[C:6]2[O:8][C:9]([N:11]3[CH2:16][CH2:15][CH:14]([O:17][CH2:18][C@@H:19]([NH:21][C:22](=[O:28])[O:23][C:24]([CH3:27])([CH3:26])[CH3:25])[CH3:20])[CH2:13][CH2:12]3)=[N:10][C:5]2=[CH:4][CH:3]=1.B(OC)(OC)[O:30]C.O.OO.[OH-].[Na+].Cl. Product: [OH:30][C:2]1[N:7]=[C:6]2[O:8][C:9]([N:11]3[CH2:16][CH2:15][CH:14]([O:17][CH2:18][C@@H:19]([NH:21][C:22](=[O:28])[O:23][C:24]([CH3:27])([CH3:26])[CH3:25])[CH3:20])[CH2:13][CH2:12]3)=[N:10][C:5]2=[CH:4][CH:3]=1. The catalyst class is: 1. (7) Reactant: [H-].[Na+].C1(C)C=CC=CC=1.C(OP([CH2:18][C:19]([O:21][CH2:22][CH3:23])=[O:20])(OCC)=O)C.[CH3:24][O:25][C:26]1[CH:27]=[C:28]2[C:32](=[CH:33][CH:34]=1)[C:31](=O)[CH2:30][CH2:29]2. Product: [CH3:24][O:25][C:26]1[CH:27]=[C:28]2[C:32](=[CH:33][CH:34]=1)/[C:31](=[CH:18]/[C:19]([O:21][CH2:22][CH3:23])=[O:20])/[CH2:30][CH2:29]2. The catalyst class is: 6.